Dataset: Forward reaction prediction with 1.9M reactions from USPTO patents (1976-2016). Task: Predict the product of the given reaction. (1) Given the reactants [N+:1]([C:4]1[CH:12]=[CH:11][CH:10]=[C:9]2[C:5]=1[CH:6]=[N:7][NH:8]2)([O-:3])=[O:2].[F:13][C:14]1[CH:19]=[CH:18][C:17](B(O)O)=[CH:16][CH:15]=1.ClCCl, predict the reaction product. The product is: [N+:1]([C:4]1[CH:12]=[CH:11][CH:10]=[C:9]2[C:5]=1[CH:6]=[N:7][N:8]2[C:17]1[CH:18]=[CH:19][C:14]([F:13])=[CH:15][CH:16]=1)([O-:3])=[O:2]. (2) Given the reactants [F:1][C:2]1[CH:34]=[CH:33][C:5]([CH2:6][NH:7][C:8]([C:10]2[N:11]=[C:12]([C:19]([NH:22][C:23](=[O:32])OCC3C=CC=CC=3)([CH3:21])[CH3:20])[N:13]([CH3:18])[C:14](=[O:17])[C:15]=2[OH:16])=[O:9])=[CH:4][CH:3]=1.C(OC1[C:49](=[O:50])[N:48]([CH3:51])[C:47](C(NC(OCC2C=CC=CC=2)=O)(C)C)=NC=1C(OC)=O)(=O)C1C=CC=CC=1.FC1C=CC(CN)=CC=1, predict the reaction product. The product is: [F:1][C:2]1[CH:3]=[CH:4][C:5]([CH2:6][NH:7][C:8]([C:10]2[N:11]=[C:12]([C:19]([NH:22][C:23](=[O:32])[C:49]([N:48]([CH3:51])[CH3:47])=[O:50])([CH3:20])[CH3:21])[N:13]([CH3:18])[C:14](=[O:17])[C:15]=2[OH:16])=[O:9])=[CH:33][CH:34]=1. (3) Given the reactants [F:1][CH:2]([F:27])[O:3][C:4]1[CH:9]=[CH:8][C:7]([C:10]2[O:11][CH:12]=[C:13]([CH2:15][CH2:16][C:17]([C:19]3[C:24]([CH3:25])=[CH:23][CH:22]=[CH:21][N:20]=3)=[O:18])[N:14]=2)=[CH:6][C:5]=1[OH:26].[CH2:28](I)[CH3:29], predict the reaction product. The product is: [F:27][CH:2]([F:1])[O:3][C:4]1[CH:9]=[CH:8][C:7]([C:10]2[O:11][CH:12]=[C:13]([CH2:15][CH2:16][C:17]([C:19]3[C:24]([CH3:25])=[CH:23][CH:22]=[CH:21][N:20]=3)=[O:18])[N:14]=2)=[CH:6][C:5]=1[O:26][CH2:28][CH3:29]. (4) Given the reactants [O:1]1CCO[CH:2]1[C:6]1[CH:7]=[C:8]([N:12]2[CH2:16][CH2:15][CH2:14][CH2:13]2)[CH:9]=[CH:10][CH:11]=1.Cl.CCOC(C)=O, predict the reaction product. The product is: [N:12]1([C:8]2[CH:7]=[C:6]([CH:11]=[CH:10][CH:9]=2)[CH:2]=[O:1])[CH2:16][CH2:15][CH2:14][CH2:13]1. (5) Given the reactants [CH:1]([NH:4][CH2:5][C:6]([NH:8][CH2:9][C:10]1[CH:15]=[C:14]([C:16]2[CH:21]=[CH:20][C:19]([C:22]([F:25])([F:24])[F:23])=[CH:18][CH:17]=2)[N:13]=[CH:12][N:11]=1)=[O:7])([CH3:3])[CH3:2].C(N(CC)C(C)C)(C)C.[N:35]1[CH:40]=[CH:39][CH:38]=[C:37]([S:41](Cl)(=[O:43])=[O:42])[CH:36]=1.C(OCC)(=O)C, predict the reaction product. The product is: [CH:1]([N:4]([S:41]([C:37]1[CH:36]=[N:35][CH:40]=[CH:39][CH:38]=1)(=[O:43])=[O:42])[CH2:5][C:6]([NH:8][CH2:9][C:10]1[CH:15]=[C:14]([C:16]2[CH:17]=[CH:18][C:19]([C:22]([F:24])([F:25])[F:23])=[CH:20][CH:21]=2)[N:13]=[CH:12][N:11]=1)=[O:7])([CH3:3])[CH3:2].